This data is from NCI-60 drug combinations with 297,098 pairs across 59 cell lines. The task is: Regression. Given two drug SMILES strings and cell line genomic features, predict the synergy score measuring deviation from expected non-interaction effect. (1) Cell line: HCT116. Synergy scores: CSS=17.3, Synergy_ZIP=-1.68, Synergy_Bliss=-0.371, Synergy_Loewe=-7.29, Synergy_HSA=-3.87. Drug 2: C1C(C(OC1N2C=NC(=NC2=O)N)CO)O. Drug 1: CC(C)CN1C=NC2=C1C3=CC=CC=C3N=C2N. (2) Cell line: NCI-H460. Drug 1: CC1CCC2CC(C(=CC=CC=CC(CC(C(=O)C(C(C(=CC(C(=O)CC(OC(=O)C3CCCCN3C(=O)C(=O)C1(O2)O)C(C)CC4CCC(C(C4)OC)O)C)C)O)OC)C)C)C)OC. Drug 2: N.N.Cl[Pt+2]Cl. Synergy scores: CSS=59.0, Synergy_ZIP=6.43, Synergy_Bliss=7.33, Synergy_Loewe=-23.5, Synergy_HSA=9.42. (3) Drug 1: CCCCCOC(=O)NC1=NC(=O)N(C=C1F)C2C(C(C(O2)C)O)O. Drug 2: C1=NNC2=C1C(=O)NC=N2. Cell line: LOX IMVI. Synergy scores: CSS=2.25, Synergy_ZIP=1.65, Synergy_Bliss=5.39, Synergy_Loewe=2.19, Synergy_HSA=2.28.